Dataset: Forward reaction prediction with 1.9M reactions from USPTO patents (1976-2016). Task: Predict the product of the given reaction. (1) Given the reactants [Br:1][C:2]1[CH:3]=[C:4]([CH:7]=[C:8](F)[CH:9]=1)[C:5]#[N:6].Br[C:12]1C=CC=C(Br)C=1C.CN(C=O)C.[Cu]C#N, predict the reaction product. The product is: [Br:1][C:2]1[C:3]([CH3:12])=[C:4]([CH:7]=[CH:8][CH:9]=1)[C:5]#[N:6]. (2) Given the reactants [F:1][C:2]([F:18])([F:17])[C:3]1[N:8]=[CH:7][C:6]([C:9]([CH3:16])=[CH:10][C:11]([O:13]CC)=[O:12])=[CH:5][CH:4]=1.[OH-].[Na+], predict the reaction product. The product is: [F:17][C:2]([F:1])([F:18])[C:3]1[N:8]=[CH:7][C:6]([C:9]([CH3:16])=[CH:10][C:11]([OH:13])=[O:12])=[CH:5][CH:4]=1. (3) Given the reactants [Br:1][C:2]1[C:11]2[C:6](=[CH:7][C:8]([OH:12])=[CH:9][CH:10]=2)[C:5]([NH:13]C(=O)OC(C)(C)C)=[CH:4][CH:3]=1, predict the reaction product. The product is: [NH2:13][C:5]1[CH:4]=[CH:3][C:2]([Br:1])=[C:11]2[C:6]=1[CH:7]=[C:8]([OH:12])[CH:9]=[CH:10]2. (4) The product is: [CH3:112][O:111][C:110]1[C:81]([O:80][CH2:79][C:41]2[CH:40]=[C:39]([C:37]3[N:36]=[N:35][N:34]([CH2:33][CH2:32][O:31][CH2:30][CH2:29][O:28][CH2:27][CH2:26][O:25][CH2:24][CH2:23][NH:22][C:21](=[O:113])[CH2:20][CH2:19][CH2:18][CH2:17][CH2:16][N:11]4[C:10](=[O:9])[CH:14]=[CH:13][C:12]4=[O:15])[CH:38]=3)[CH:44]=[C:43]([CH2:45][O:46][C:47]3[C:76]([O:77][CH3:78])=[CH:75][C:50]4[C:51](=[O:74])[N:52]5[CH2:72][C:71](=[CH2:73])[CH2:70][C@H:53]5[CH:54]=[N:55][C:49]=4[CH:48]=3)[CH:42]=2)=[CH:82][C:83]2[N:89]=[CH:88][C@@H:87]3[CH2:104][C:105](=[CH2:107])[CH2:106][N:86]3[C:85](=[O:108])[C:84]=2[CH:109]=1. Given the reactants C(O)(C(F)(F)F)=O.O.[O:9]=[C:10]1[CH:14]=[CH:13][C:12](=[O:15])[N:11]1[CH2:16][CH2:17][CH2:18][CH2:19][CH2:20][C:21](=[O:113])[NH:22][CH2:23][CH2:24][O:25][CH2:26][CH2:27][O:28][CH2:29][CH2:30][O:31][CH2:32][CH2:33][N:34]1[CH:38]=[C:37]([C:39]2[CH:40]=[C:41]([CH2:79][O:80][C:81]3[C:110]([O:111][CH3:112])=[CH:109][C:84]4[C:85](=[O:108])[N:86]5[CH2:106][C:105](=[CH2:107])[CH2:104][C@H:87]5[C@H:88](OC5CCCCO5)[N:89](C(OC(C)(C)C)=O)[C:83]=4[CH:82]=3)[CH:42]=[C:43]([CH2:45][O:46][C:47]3[C:76]([O:77][CH3:78])=[CH:75][C:50]4[C:51](=[O:74])[N:52]5[CH2:72][C:71](=[CH2:73])[CH2:70][C@H:53]5[C@H:54](OC5CCCCO5)[N:55](C(OC(C)(C)C)=O)[C:49]=4[CH:48]=3)[CH:44]=2)[N:36]=[N:35]1, predict the reaction product. (5) Given the reactants [CH3:1][O:2][C:3](=[O:38])[C:4]1[CH:9]=[CH:8][CH:7]=[C:6]([C:10]2N=C(C3N=C(C4CCCCC4)NC=3COC34CC5CC(CC(C5)C3)C4)SC=2)[CH:5]=1.Br[C:40]([Br:42])=O.C[OH:44], predict the reaction product. The product is: [CH3:1][O:2][C:3](=[O:38])[C:4]1[CH:9]=[CH:8][CH:7]=[C:6]([C:10](=[O:44])[CH2:40][Br:42])[CH:5]=1.